From a dataset of CYP2D6 inhibition data for predicting drug metabolism from PubChem BioAssay. Regression/Classification. Given a drug SMILES string, predict its absorption, distribution, metabolism, or excretion properties. Task type varies by dataset: regression for continuous measurements (e.g., permeability, clearance, half-life) or binary classification for categorical outcomes (e.g., BBB penetration, CYP inhibition). Dataset: cyp2d6_veith. The compound is COC(=O)[C@@]1(Cc2ccc(F)cc2)[C@H]2c3cc(C(=O)N4CCCC4)n(Cc4ccc(OC(F)(F)F)cc4)c3C[C@H]2CN1C(=O)c1ccccc1. The result is 0 (non-inhibitor).